Dataset: Forward reaction prediction with 1.9M reactions from USPTO patents (1976-2016). Task: Predict the product of the given reaction. Given the reactants [OH:1][C:2]1[CH:18]=[CH:17][C:5]([C:6]2[CH2:7][O:8][C:9]3[C:14]([CH:15]=2)=[CH:13][CH:12]=[C:11](O)[CH:10]=3)=[CH:4][CH:3]=1.[Cl:19][C:20]1[CH:27]=[CH:26][C:23]([CH2:24][NH2:25])=[CH:22][CH:21]=1.[CH2:28]=[O:29].[CH2:30](O)C, predict the reaction product. The product is: [Cl:19][C:20]1[CH:27]=[CH:26][C:23]([CH2:24][N:25]2[CH2:30][C:12]3[CH:13]=[C:14]4[C:9](=[CH:10][C:11]=3[O:29][CH2:28]2)[O:8][CH2:7][C:6]([C:5]2[CH:17]=[CH:18][C:2]([OH:1])=[CH:3][CH:4]=2)=[CH:15]4)=[CH:22][CH:21]=1.